This data is from Full USPTO retrosynthesis dataset with 1.9M reactions from patents (1976-2016). The task is: Predict the reactants needed to synthesize the given product. (1) Given the product [Cl:17][C:18]1[CH:23]=[C:22]([S:24][C:25]2[CH:30]=[CH:29][CH:28]=[C:27]([C:31]([F:34])([F:33])[F:32])[CH:26]=2)[CH:21]=[CH:20][C:19]=1[CH2:35][CH2:36][C@:5]1([CH3:16])[C:4]([O:3][CH2:1][CH3:2])=[N:9][C@@H:8]([CH:10]([CH3:11])[CH3:12])[C:7]([O:13][CH2:14][CH3:15])=[N:6]1, predict the reactants needed to synthesize it. The reactants are: [CH2:1]([O:3][C:4]1[CH:5]([CH3:16])[N:6]=[C:7]([O:13][CH2:14][CH3:15])[C@H:8]([CH:10]([CH3:12])[CH3:11])[N:9]=1)[CH3:2].[Cl:17][C:18]1[CH:23]=[C:22]([S:24][C:25]2[CH:30]=[CH:29][CH:28]=[C:27]([C:31]([F:34])([F:33])[F:32])[CH:26]=2)[CH:21]=[CH:20][C:19]=1[CH2:35][CH2:36]I. (2) Given the product [NH2:15][C:14]1[N:2]([CH2:4][C:5]([O:7][CH2:8][CH3:9])=[O:6])[N:3]=[C:12]([C:11]([CH3:18])([CH3:17])[CH3:10])[CH:13]=1, predict the reactants needed to synthesize it. The reactants are: Cl.[NH:2]([CH2:4][C:5]([O:7][CH2:8][CH3:9])=[O:6])[NH2:3].[CH3:10][C:11]([CH3:18])([CH3:17])[C:12](=O)[CH2:13][C:14]#[N:15]. (3) Given the product [Cl:1][C:2]1[CH:11]=[CH:10][C:5]([C:6]2[N:7]=[C:31]([C:27]3[O:26][CH:30]=[CH:29][CH:28]=3)[O:9][N:8]=2)=[CH:4][CH:3]=1, predict the reactants needed to synthesize it. The reactants are: [Cl:1][C:2]1[CH:11]=[CH:10][C:5]([C:6](=[N:8][OH:9])[NH2:7])=[CH:4][CH:3]=1.[OH-].C([N+](C)(C)C)C1C=CC=CC=1.[OH-].[Na+].[O:26]1[CH:30]=[CH:29][CH:28]=[C:27]1[C:31](Cl)=O. (4) The reactants are: [CH2:1]([O:8][C:9]1[CH:14]=[CH:13][C:12]([CH:15]([NH:28][C:29]2[CH:36]=[CH:35][C:32]([C:33]#[N:34])=[CH:31][CH:30]=2)[CH2:16][N:17]2C(=O)C3C(=CC=CC=3)C2=O)=[CH:11][C:10]=1[O:37][CH3:38])[C:2]1[CH:7]=[CH:6][CH:5]=[CH:4][CH:3]=1.O.NN. Given the product [NH2:17][CH2:16][CH:15]([NH:28][C:29]1[CH:36]=[CH:35][C:32]([C:33]#[N:34])=[CH:31][CH:30]=1)[C:12]1[CH:13]=[CH:14][C:9]([O:8][CH2:1][C:2]2[CH:7]=[CH:6][CH:5]=[CH:4][CH:3]=2)=[C:10]([O:37][CH3:38])[CH:11]=1, predict the reactants needed to synthesize it. (5) Given the product [Br:20][C:17]1[CH:18]=[CH:19][C:14]([CH2:13][C@@H:12]2[C:4]3=[N:5][C:6]4[CH:11]=[CH:10][CH:9]=[CH:8][C:7]=4[N:3]3[C:22](=[O:23])[NH:21]2)=[CH:15][CH:16]=1, predict the reactants needed to synthesize it. The reactants are: N#N.[NH:3]1[C:7]2[CH:8]=[CH:9][CH:10]=[CH:11][C:6]=2[N:5]=[C:4]1[C@H:12]([NH2:21])[CH2:13][C:14]1[CH:19]=[CH:18][C:17]([Br:20])=[CH:16][CH:15]=1.[C:22](N1C=CN=C1)(N1C=CN=C1)=[O:23].O.